The task is: Predict which catalyst facilitates the given reaction.. This data is from Catalyst prediction with 721,799 reactions and 888 catalyst types from USPTO. (1) Reactant: [NH2:1][C:2]1[C:11]([CH3:12])=[CH:10][C:9]2[N:8]=[CH:7][CH:6]=[CH:5][C:4]=2[C:3]=1[C:13]([OH:15])=[O:14].[Cl:16][C:17]1[C:18]([N:23]2[C:27]([C:28](O)=O)=[CH:26][C:25](C(F)(F)F)=[N:24]2)=[N:19][CH:20]=[CH:21][CH:22]=1.N1C=CC=CC=1.CS(Cl)(=O)=[O:43]. Product: [Cl:16][C:17]1[C:18]([N:23]2[C:27]([C:28]3[O:14][C:13](=[O:15])[C:3]4[C:4]5[C:9](=[N:8][CH:7]=[CH:6][CH:5]=5)[CH:10]=[C:11]([CH3:12])[C:2]=4[N:1]=3)=[CH:26][C:25]([OH:43])=[N:24]2)=[N:19][CH:20]=[CH:21][CH:22]=1. The catalyst class is: 1. (2) Reactant: [CH:1]1(C(C2C=C(OC)C=C(OC)C=2)=O)CCCCC1.[CH:19]1([C:24]([C:27]2[CH:32]=[C:31]([O:33][CH3:34])[CH:30]=[C:29]([O:35][CH3:36])[CH:28]=2)([CH3:26])[CH3:25])[CH2:23][CH2:22][CH2:21][CH2:20]1. Product: [CH:19]1([C:24]([C:27]2[CH:28]=[C:29]([O:35][CH3:36])[CH:30]=[C:31]([O:33][CH3:34])[CH:32]=2)([CH3:26])[CH3:25])[CH2:23][CH2:22][CH2:21][CH2:20][CH2:1]1. The catalyst class is: 195. (3) Reactant: [CH3:1][O:2][C:3]([C:5]1[N:6]=[CH:7][C:8]([N:11]2[CH2:16][CH2:15][NH:14][CH2:13][CH2:12]2)=[N:9][CH:10]=1)=[O:4].[Cl:17][C:18]1[N:19]=[N:20][C:21](Cl)=[C:22]([CH3:25])[C:23]=1[CH3:24].O. Product: [CH3:1][O:2][C:3]([C:5]1[N:6]=[CH:7][C:8]([N:11]2[CH2:12][CH2:13][N:14]([C:21]3[N:20]=[N:19][C:18]([Cl:17])=[C:23]([CH3:24])[C:22]=3[CH3:25])[CH2:15][CH2:16]2)=[N:9][CH:10]=1)=[O:4]. The catalyst class is: 37. (4) Reactant: [CH2:1]([C:3]1[CH:8]=[CH:7][CH:6]=[C:5]([CH2:9][CH3:10])[C:4]=1[C:11]1[N:16]=[C:15]([CH3:17])[C:14]([CH:18]([C:20]2[C:29]3[C:24](=[CH:25][CH:26]=[CH:27][CH:28]=3)[CH2:23][CH2:22][CH:21]=2)[OH:19])=[C:13]([O:30][CH3:31])[CH:12]=1)[CH3:2]. Product: [CH2:1]([C:3]1[CH:8]=[CH:7][CH:6]=[C:5]([CH2:9][CH3:10])[C:4]=1[C:11]1[N:16]=[C:15]([CH3:17])[C:14]([C:18]([C:20]2[C:29]3[C:24](=[CH:25][CH:26]=[CH:27][CH:28]=3)[CH:23]=[CH:22][CH:21]=2)=[O:19])=[C:13]([O:30][CH3:31])[CH:12]=1)[CH3:2]. The catalyst class is: 327. (5) Reactant: C[O:2][C:3]([C:5]1([CH2:8][NH:9][S:10]([C:13]2[CH:18]=[CH:17][CH:16]=[CH:15][C:14]=2[F:19])(=[O:12])=[O:11])[CH2:7][CH2:6]1)=[O:4].O.[OH-].[Li+]. Product: [F:19][C:14]1[CH:15]=[CH:16][CH:17]=[CH:18][C:13]=1[S:10]([NH:9][CH2:8][C:5]1([C:3]([OH:4])=[O:2])[CH2:6][CH2:7]1)(=[O:11])=[O:12]. The catalyst class is: 90. (6) Reactant: Br[C:2]1[CH:7]=[CH:6][C:5]([C:8]2[NH:13][C:12](=[O:14])[NH:11][CH:10]([C:15]3[CH:20]=[C:19]([N+:21]([O-:23])=[O:22])[C:18]([OH:24])=[C:17]([O:25][CH2:26][CH3:27])[CH:16]=3)[C:9]=2[C:28]2[CH:33]=[CH:32][CH:31]=[CH:30][CH:29]=2)=[CH:4][CH:3]=1.C(OC1C=C(C=[C:43]([N+:46]([O-])=O)C=1O)C=O)C.NC(N)=O.Cl. Product: [CH2:26]([O:25][C:17]1[CH:16]=[C:15]([CH:10]2[C:9]([C:28]3[CH:33]=[CH:32][CH:31]=[CH:30][C:29]=3[C:43]#[N:46])=[C:8]([C:5]3[CH:6]=[CH:7][CH:2]=[CH:3][CH:4]=3)[NH:13][C:12](=[O:14])[NH:11]2)[CH:20]=[C:19]([N+:21]([O-:23])=[O:22])[C:18]=1[OH:24])[CH3:27]. The catalyst class is: 14.